Dataset: Full USPTO retrosynthesis dataset with 1.9M reactions from patents (1976-2016). Task: Predict the reactants needed to synthesize the given product. (1) Given the product [CH2:15]([N:12]1[C:7]2=[N:8][C:9]([CH2:10][CH3:11])=[C:4]([CH2:3][NH:2][C:32]([CH:28]([CH2:24][CH2:25][CH2:26][CH3:27])[C:29]([OH:31])=[O:30])=[O:33])[C:5]([NH:17][CH:18]3[CH2:19][CH2:20][O:21][CH2:22][CH2:23]3)=[C:6]2[CH:14]=[N:13]1)[CH3:16], predict the reactants needed to synthesize it. The reactants are: Cl.[NH2:2][CH2:3][C:4]1[C:9]([CH2:10][CH3:11])=[N:8][C:7]2[N:12]([CH2:15][CH3:16])[N:13]=[CH:14][C:6]=2[C:5]=1[NH:17][CH:18]1[CH2:23][CH2:22][O:21][CH2:20][CH2:19]1.[CH2:24]([CH:28]([C:32](O)=[O:33])[C:29]([OH:31])=[O:30])[CH2:25][CH2:26][CH3:27].CN(C(ON1N=NC2C=CC=CC1=2)=[N+](C)C)C.F[P-](F)(F)(F)(F)F.CCN(CC)CC. (2) Given the product [Cl:1][C:2]1[CH:7]=[C:6]([NH:8][C:9]2[CH:14]=[CH:13][C:12]([F:15])=[CH:11][C:10]=2[F:16])[CH:5]=[CH:4][C:3]=1[C:17]([C:19]1[CH:24]=[C:23]([C:47]#[C:46][Si:48]([CH3:51])([CH3:50])[CH3:49])[CH:22]=[CH:21][C:20]=1[CH3:26])=[O:18], predict the reactants needed to synthesize it. The reactants are: [Cl:1][C:2]1[CH:7]=[C:6]([NH:8][C:9]2[CH:14]=[CH:13][C:12]([F:15])=[CH:11][C:10]=2[F:16])[CH:5]=[CH:4][C:3]=1[C:17]([C:19]1[CH:24]=[C:23](I)[CH:22]=[CH:21][C:20]=1[CH3:26])=[O:18].C1(P(C2C=CC=CC=2)C2C=CC=CC=2)C=CC=CC=1.[C:46]([Si:48]([CH3:51])([CH3:50])[CH3:49])#[CH:47]. (3) The reactants are: F[C:2]1[N:7]2[CH:8]=[C:9]([CH2:11][N:12]([CH3:23])[C@@H:13]3[C:22]4[N:21]=[CH:20][CH:19]=[CH:18][C:17]=4[CH2:16][CH2:15][CH2:14]3)[N:10]=[C:6]2[CH:5]=[CH:4][CH:3]=1.[NH2:24][CH2:25][CH2:26][N:27]1[CH2:32][CH2:31][CH2:30][CH2:29][CH2:28]1. Given the product [CH3:23][N:12]([CH2:11][C:9]1[N:10]=[C:6]2[CH:5]=[CH:4][CH:3]=[C:2]([NH:24][CH2:25][CH2:26][N:27]3[CH2:32][CH2:31][CH2:30][CH2:29][CH2:28]3)[N:7]2[CH:8]=1)[C@@H:13]1[C:22]2[N:21]=[CH:20][CH:19]=[CH:18][C:17]=2[CH2:16][CH2:15][CH2:14]1, predict the reactants needed to synthesize it. (4) The reactants are: [C:1]([OH:5])(=O)[CH2:2][OH:3].CN(C(ON1N=NC2C=CC=NC1=2)=[N+](C)C)C.F[P-](F)(F)(F)(F)F.[F:30][C:31]1([F:81])[CH:36]([O:37][C:38]2[C:43]([C:44]#[N:45])=[CH:42][C:41]([C:46]3[CH:51]=[CH:50][N:49]=[C:48]4[N:52]([S:71]([C:74]5[CH:80]=[CH:79][C:77]([CH3:78])=[CH:76][CH:75]=5)(=[O:73])=[O:72])[C:53]([C:55]5[CH:60]=[CH:59][C:58]([N:61]6[CH2:66][CH2:65][N:64]([CH:67]7[CH2:70][O:69][CH2:68]7)[CH2:63][CH2:62]6)=[CH:57][CH:56]=5)=[CH:54][C:47]=34)=[N:40][CH:39]=2)[CH2:35][CH2:34][NH:33][CH2:32]1. Given the product [F:81][C:31]1([F:30])[CH:36]([O:37][C:38]2[C:43]([C:44]#[N:45])=[CH:42][C:41]([C:46]3[CH:51]=[CH:50][N:49]=[C:48]4[N:52]([S:71]([C:74]5[CH:80]=[CH:79][C:77]([CH3:78])=[CH:76][CH:75]=5)(=[O:72])=[O:73])[C:53]([C:55]5[CH:56]=[CH:57][C:58]([N:61]6[CH2:62][CH2:63][N:64]([CH:67]7[CH2:68][O:69][CH2:70]7)[CH2:65][CH2:66]6)=[CH:59][CH:60]=5)=[CH:54][C:47]=34)=[N:40][CH:39]=2)[CH2:35][CH2:34][N:33]([C:1](=[O:5])[CH2:2][OH:3])[CH2:32]1, predict the reactants needed to synthesize it. (5) Given the product [CH3:1][O:2][C:3]1[CH:8]=[CH:7][CH:6]=[CH:5][C:4]=1[CH:18]=[N:17][CH:11]1[CH2:16][CH2:15][CH2:14][CH2:13][CH2:12]1, predict the reactants needed to synthesize it. The reactants are: [CH3:1][O:2][C:3]1[CH:4]=[CH:5][C:6](C=O)=[CH:7][CH:8]=1.[CH:11]1([NH2:17])[CH2:16][CH2:15][CH2:14][CH2:13][CH2:12]1.[CH:18](Cl)(Cl)Cl. (6) Given the product [NH2:27][N:28]1[C:19]([CH2:18][C:14]2[CH:15]=[C:16]3[C:11](=[CH:12][CH:13]=2)[N:10]=[CH:9][C:8]([C:6]2[CH:5]=[N:4][N:3]([CH3:2])[CH:7]=2)=[CH:17]3)=[N:21][N:22]=[C:23]1[SH:24], predict the reactants needed to synthesize it. The reactants are: [K+].[CH3:2][N:3]1[CH:7]=[C:6]([C:8]2[CH:9]=[N:10][C:11]3[C:16]([CH:17]=2)=[CH:15][C:14]([CH2:18][C:19]([NH:21][NH:22][C:23]([S-])=[S:24])=O)=[CH:13][CH:12]=3)[CH:5]=[N:4]1.O.[NH2:27][NH2:28].Cl. (7) Given the product [Cl:19][C:20]1[CH:28]=[C:27]2[C:23]([CH2:24][CH:25]([C:12](=[O:18])[C:13]([O:15][CH2:16][CH3:17])=[O:14])[C:26]2=[O:29])=[CH:22][C:21]=1[CH3:30], predict the reactants needed to synthesize it. The reactants are: N[C@H](C=O)CCSC.C(O[C:12](=[O:18])[C:13]([O:15][CH2:16][CH3:17])=[O:14])C.[Cl:19][C:20]1[CH:28]=[C:27]2[C:23]([CH2:24][CH2:25][C:26]2=[O:29])=[CH:22][C:21]=1[CH3:30].Cl.